From a dataset of Forward reaction prediction with 1.9M reactions from USPTO patents (1976-2016). Predict the product of the given reaction. (1) Given the reactants [CH3:1][C:2]1[C:3]([C:14]([O:16]CC)=[O:15])=[N:4][O:5][C:6]=1[CH:7]1[CH2:12][CH:11]=[CH:10][CH:9]([CH3:13])[O:8]1.[OH-].[Na+], predict the reaction product. The product is: [CH3:1][C:2]1[C:3]([C:14]([OH:16])=[O:15])=[N:4][O:5][C:6]=1[CH:7]1[CH2:12][CH:11]=[CH:10][CH:9]([CH3:13])[O:8]1. (2) Given the reactants C(OC([N:8]1[CH2:12][C@@H:11]([CH2:13][N:14]([CH:31]([CH3:33])[CH3:32])[C:15](=[O:30])[C:16]2[CH:21]=[CH:20][C:19]([O:22][CH3:23])=[C:18]([O:24][CH2:25][CH2:26][CH2:27][O:28][CH3:29])[CH:17]=2)[C@H:10]([CH2:34][OH:35])[CH2:9]1)=O)(C)(C)C.C(O)(C(F)(F)F)=O.C([O-])(O)=O.[Na+], predict the reaction product. The product is: [OH:35][CH2:34][C@@H:10]1[CH2:9][NH:8][CH2:12][C@H:11]1[CH2:13][N:14]([CH:31]([CH3:33])[CH3:32])[C:15](=[O:30])[C:16]1[CH:21]=[CH:20][C:19]([O:22][CH3:23])=[C:18]([O:24][CH2:25][CH2:26][CH2:27][O:28][CH3:29])[CH:17]=1. (3) Given the reactants C(OC([N:8]1[CH2:12][CH2:11][CH:10]([C:13]([C:15]2[C:23]3[C:18](=[N:19][CH:20]=[C:21]([C:24]4[CH:29]=[C:28]([O:30][CH3:31])[C:27]([O:32][CH3:33])=[C:26]([O:34][CH3:35])[CH:25]=4)[N:22]=3)[NH:17][CH:16]=2)=[O:14])[CH2:9]1)=O)(C)(C)C.[F:36][C:37]([F:42])([F:41])[C:38]([OH:40])=[O:39], predict the reaction product. The product is: [F:36][C:37]([F:42])([F:41])[C:38]([OH:40])=[O:39].[NH:8]1[CH2:12][CH2:11][CH:10]([C:13]([C:15]2[C:23]3[C:18](=[N:19][CH:20]=[C:21]([C:24]4[CH:29]=[C:28]([O:30][CH3:31])[C:27]([O:32][CH3:33])=[C:26]([O:34][CH3:35])[CH:25]=4)[N:22]=3)[NH:17][CH:16]=2)=[O:14])[CH2:9]1. (4) Given the reactants F[C:2]1[CH:9]=[CH:8][C:7]([C:10]2[CH:11]=[N:12][C:13]([NH:16][CH2:17][C:18]([C:21]3[CH:26]=[CH:25][C:24]([F:27])=[CH:23][CH:22]=3)([CH3:20])[CH3:19])=[N:14][CH:15]=2)=[CH:6][C:3]=1[C:4]#[N:5].[NH2:28][NH2:29], predict the reaction product. The product is: [F:27][C:24]1[CH:23]=[CH:22][C:21]([C:18]([CH3:20])([CH3:19])[CH2:17][NH:16][C:13]2[N:12]=[CH:11][C:10]([C:7]3[CH:6]=[C:3]4[C:2](=[CH:9][CH:8]=3)[NH:29][N:28]=[C:4]4[NH2:5])=[CH:15][N:14]=2)=[CH:26][CH:25]=1. (5) Given the reactants ClC([O:4][C:5](Cl)(Cl)Cl)=O.[CH2:9]([CH:27]([CH2:29][CH2:30][CH2:31][CH2:32][CH2:33][CH2:34][CH2:35][CH2:36]/[CH:37]=[CH:38]\[CH2:39]/[CH:40]=[CH:41]\[CH2:42][CH2:43][CH2:44][CH2:45][CH3:46])[OH:28])[CH2:10][CH2:11][CH2:12][CH2:13][CH2:14][CH2:15][CH2:16]/[CH:17]=[CH:18]\[CH2:19]/[CH:20]=[CH:21]\[CH2:22][CH2:23][CH2:24][CH2:25][CH3:26].N1C=CC=CC=1.[CH3:53][NH:54][CH2:55][CH2:56][CH2:57][OH:58], predict the reaction product. The product is: [OH:58][CH2:57][CH2:56][CH2:55][N:54]([CH3:53])[C:5](=[O:4])[O:28][CH:27]([CH2:29][CH2:30][CH2:31][CH2:32][CH2:33][CH2:34][CH2:35][CH2:36]/[CH:37]=[CH:38]\[CH2:39]/[CH:40]=[CH:41]\[CH2:42][CH2:43][CH2:44][CH2:45][CH3:46])[CH2:9][CH2:10][CH2:11][CH2:12][CH2:13][CH2:14][CH2:15][CH2:16]/[CH:17]=[CH:18]\[CH2:19]/[CH:20]=[CH:21]\[CH2:22][CH2:23][CH2:24][CH2:25][CH3:26]. (6) The product is: [CH3:5][C:4]1[N:1]=[C:16]2[C:17]([CH2:21][OH:22])=[CH:18][CH:19]=[CH:20][N:15]2[N:14]=1. Given the reactants [N+:1]([C:4]1C=C([N+]([O-])=O)C=C[C:5]=1[O-])([O-])=O.[NH2:14][N+:15]1[CH:20]=[CH:19][CH:18]=[C:17]([CH2:21][OH:22])[CH:16]=1.[OH-].[Na+], predict the reaction product. (7) Given the reactants [CH3:1][C:2]1[O:6][C:5]([N:7]2[CH2:12][CH2:11][C:10](=O)[CH2:9][CH2:8]2)=[N:4][N:3]=1.[F:14][C:15]1[CH:16]=[C:17]([CH:22]2[CH2:27][CH2:26][CH2:25][N:24]3[N:28]=[C:29]([NH2:31])[N:30]=[C:23]23)[CH:18]=[CH:19][C:20]=1[F:21].C(O)C.[BH4-].[Na+], predict the reaction product. The product is: [F:14][C:15]1[CH:16]=[C:17]([CH:22]2[CH2:27][CH2:26][CH2:25][N:24]3[N:28]=[C:29]([NH:31][CH:10]4[CH2:11][CH2:12][N:7]([C:5]5[O:6][C:2]([CH3:1])=[N:3][N:4]=5)[CH2:8][CH2:9]4)[N:30]=[C:23]23)[CH:18]=[CH:19][C:20]=1[F:21]. (8) Given the reactants [Br-].[O:2]1[CH2:6][CH2:5][O:4][CH:3]1[CH2:7][CH2:8][P+](C1C=CC=CC=1)(C1C=CC=CC=1)C1C=CC=CC=1.[C:28](O[K])(C)(C)C.[Br:34][C:35]1[CH:42]=[CH:41][C:38](C=O)=[C:37]([F:43])[CH:36]=1.O, predict the reaction product. The product is: [Br:34][C:35]1[CH:42]=[CH:41][C:38]([C:8](=[CH2:28])[CH2:7][CH:3]2[O:2][CH2:6][CH2:5][O:4]2)=[C:37]([F:43])[CH:36]=1.